This data is from Reaction yield outcomes from USPTO patents with 853,638 reactions. The task is: Predict the reaction yield, written as a fraction of the theoretical maximum amount of product (1.0 means a 100% yield; for example, 0.34 means a 34% yield). (1) The reactants are [S:1]1[CH:5]=[CH:4][N:3]=[C:2]1[CH:6]1[CH2:11][CH2:10][C:9](=O)[CH2:8][CH2:7]1.[O:13]=[C:14]([NH:29][CH2:30][C:31](=O)[NH:32][C@@H:33]1[CH2:37]CNC1)[CH2:15][NH:16][C:17](=[O:28])[C:18]1[CH:23]=[CH:22][CH:21]=[C:20]([C:24]([F:27])([F:26])[F:25])[CH:19]=1.[BH-](OC(C)=O)(OC(C)=O)OC(C)=O.[Na+]. The catalyst is CC(O)=O.C(Cl)Cl.CCOC(C)=O. The product is [O:13]=[C:14]([NH:29][C@@H:30]1[CH2:37][CH2:33][N:32]([CH:9]2[CH2:10][CH2:11][CH:6]([C:2]3[S:1][CH:5]=[CH:4][N:3]=3)[CH2:7][CH2:8]2)[CH2:31]1)[CH2:15][NH:16][C:17](=[O:28])[C:18]1[CH:23]=[CH:22][CH:21]=[C:20]([C:24]([F:27])([F:26])[F:25])[CH:19]=1. The yield is 0.850. (2) The reactants are C(=O)([O-])[O-].[K+].[K+].Br[C:8]1[CH:13]=[C:12]([CH2:14][OH:15])[CH:11]=[CH:10][N:9]=1.[F:16][C:17]([F:28])([F:27])[C:18]1[CH:23]=[CH:22][CH:21]=[CH:20][C:19]=1B(O)O.O. The catalyst is C1(C)C=CC=CC=1.Cl.Cl.[Pd+2].C1(P(C2C=CC=CC=2)[C-]2C=CC=C2)C=CC=CC=1.[C-]1(P(C2C=CC=CC=2)C2C=CC=CC=2)C=CC=C1.[Fe+2]. The product is [F:16][C:17]([F:28])([F:27])[C:18]1[CH:23]=[CH:22][CH:21]=[CH:20][C:19]=1[C:8]1[CH:13]=[C:12]([CH2:14][OH:15])[CH:11]=[CH:10][N:9]=1. The yield is 0.850.